Dataset: KCNQ2 potassium channel screen with 302,405 compounds. Task: Binary Classification. Given a drug SMILES string, predict its activity (active/inactive) in a high-throughput screening assay against a specified biological target. (1) The drug is Clc1c(/C=C\c2sc(NC(=O)Nc3ccccc3)nn2)cccc1. The result is 0 (inactive). (2) The molecule is S1\C(=C/c2c(OCc3ccccc3)cccc2)C(=O)NC1=O. The result is 0 (inactive). (3) The drug is O=C(N1CCN(CC1)Cc1cc2OCOc2cc1)c1cc(ccc1)C. The result is 0 (inactive). (4) The result is 0 (inactive). The molecule is Brc1c2c(c(SCC(=O)Nc3ccc(S(=O)(=O)Nc4sccn4)cc3)cc1)c(Cl)ccc2. (5) The drug is [nH]1c2C(N(CCc2c2c1cccc2)Cc1nc(ccc1)C)C(C)(C)C. The result is 0 (inactive). (6) The molecule is o1c(nc2c1cccc2)c1c2c(nc(c1)C)cccc2. The result is 0 (inactive). (7) The drug is OC1(N(N=C(C1)CC)C(=O)c1c(O)cccc1)c1ccccc1. The result is 1 (active).